From a dataset of Full USPTO retrosynthesis dataset with 1.9M reactions from patents (1976-2016). Predict the reactants needed to synthesize the given product. (1) The reactants are: [F:1][C:2]1[CH:11]=[C:10]([F:12])[CH:9]=[C:8]2[C:3]=1[CH:4]=[CH:5][C:6]([C:13](=O)[CH3:14])=[CH:7]2.C([O-])(=O)C.[NH4+].C([BH3-])#[N:22].[Na+]. Given the product [F:1][C:2]1[CH:11]=[C:10]([F:12])[CH:9]=[C:8]2[C:3]=1[CH:4]=[CH:5][C:6]([CH:13]([NH2:22])[CH3:14])=[CH:7]2, predict the reactants needed to synthesize it. (2) Given the product [NH2:18][C:15]1[CH:16]=[CH:17][C:12]([O:11][C:9]2[CH:8]=[CH:7][N:6]=[C:5]([C:3]([NH2:2])=[O:4])[CH:10]=2)=[CH:13][C:14]=1[Cl:37], predict the reactants needed to synthesize it. The reactants are: C[NH:2][C:3]([C:5]1[CH:10]=[C:9]([O:11][C:12]2[CH:17]=[CH:16][C:15]([NH2:18])=[CH:14][CH:13]=2)[CH:8]=[CH:7][N:6]=1)=[O:4].NC1C=CC(O)=CC=1.CNC(C1C=C([Cl:37])C=CN=1)=O. (3) Given the product [ClH:29].[CH:17]12[CH2:19][CH:10]([CH2:9][NH:8][CH2:18]1)[C:11]1[CH:12]=[CH:13][C:14]([C:20](=[O:22])[CH3:21])=[CH:15][C:16]2=1, predict the reactants needed to synthesize it. The reactants are: C(OC([N:8]1[CH2:18][CH:17]2[CH2:19][CH:10]([C:11]3[CH:12]=[CH:13][C:14]([C:20](=[O:22])[CH3:21])=[CH:15][C:16]=32)[CH2:9]1)=O)(C)(C)C.C(OCC)(=O)C.[ClH:29]. (4) Given the product [Cl:1][C:2]1[CH:7]=[C:6]([F:8])[CH:5]=[C:4]([Cl:9])[C:3]=1[O:10][CH2:18][C:19]([OH:21])=[O:20], predict the reactants needed to synthesize it. The reactants are: [Cl:1][C:2]1[CH:7]=[C:6]([F:8])[CH:5]=[C:4]([Cl:9])[C:3]=1[OH:10].C(=O)([O-])[O-].[K+].[K+].Br[CH2:18][C:19]([O:21]CC)=[O:20].